Dataset: Catalyst prediction with 721,799 reactions and 888 catalyst types from USPTO. Task: Predict which catalyst facilitates the given reaction. (1) Reactant: [CH2:1]([O:8][CH2:9][N:10]1[CH:14]=[N:13][N:12]=[N:11]1)[C:2]1[CH:7]=[CH:6][CH:5]=[CH:4][CH:3]=1.[Li]CCCC.[CH2:20]([O:22][C:23]1[CH:24]=[C:25]([O:40][CH:41]([CH3:43])[CH3:42])[C:26]([F:39])=[C:27]([CH:38]=1)/[CH:28]=[N:29]/[C:30]1[CH:37]=[CH:36][C:33]([C:34]#[N:35])=[CH:32][CH:31]=1)[CH3:21]. Product: [CH2:1]([O:8][CH2:9][N:10]1[C:14]([N:29]([CH2:28][C:27]2[CH:38]=[C:23]([O:22][CH2:20][CH3:21])[CH:24]=[C:25]([O:40][CH:41]([CH3:43])[CH3:42])[C:26]=2[F:39])[C:30]2[CH:37]=[CH:36][C:33]([C:34]#[N:35])=[CH:32][CH:31]=2)=[N:13][N:12]=[N:11]1)[C:2]1[CH:3]=[CH:4][CH:5]=[CH:6][CH:7]=1. The catalyst class is: 1. (2) Reactant: [CH2:1]([O:3][C:4]1[N:8]([C:9]2[C:17]3[O:16][CH2:15][C@@H:14]([N:18](C(=O)C(F)(F)F)[C:19]4[CH:32]=[CH:31][C:22]5[C@H:23]([CH2:26][C:27]([O:29]C)=[O:28])[CH2:24][O:25][C:21]=5[CH:20]=4)[C:13]=3[CH:12]=[CH:11][CH:10]=2)[C:7]2[C:39]([F:44])=[C:40]([F:43])[CH:41]=[CH:42][C:6]=2[N:5]=1)[CH3:2].[OH-].[Na+].Cl. Product: [CH2:1]([O:3][C:4]1[N:8]([C:9]2[C:17]3[O:16][CH2:15][C@@H:14]([NH:18][C:19]4[CH:32]=[CH:31][C:22]5[C@H:23]([CH2:26][C:27]([OH:29])=[O:28])[CH2:24][O:25][C:21]=5[CH:20]=4)[C:13]=3[CH:12]=[CH:11][CH:10]=2)[C:7]2[C:39]([F:44])=[C:40]([F:43])[CH:41]=[CH:42][C:6]=2[N:5]=1)[CH3:2]. The catalyst class is: 193. (3) Product: [F:1][C:2]1[CH:3]=[CH:4][C:5]([C:8]2[O:12][C:11]([C:23]3[C:32]([N:33]([CH3:37])[CH:34]([CH3:35])[CH3:36])=[N:31][C:30]4[C:25](=[CH:26][CH:27]=[C:28]([C:38]([O:40][CH3:41])=[O:39])[CH:29]=4)[N:24]=3)=[CH:10][CH:9]=2)=[CH:6][CH:7]=1. The catalyst class is: 70. Reactant: [F:1][C:2]1[CH:7]=[CH:6][C:5]([C:8]2[O:12][C:11](B3OC(C)(C)C(C)(C)O3)=[CH:10][CH:9]=2)=[CH:4][CH:3]=1.Cl[C:23]1[C:32]([N:33]([CH3:37])[CH:34]([CH3:36])[CH3:35])=[N:31][C:30]2[C:25](=[CH:26][CH:27]=[C:28]([C:38]([O:40][CH3:41])=[O:39])[CH:29]=2)[N:24]=1.[O-]P([O-])([O-])=O.[K+].[K+].[K+].